This data is from Catalyst prediction with 721,799 reactions and 888 catalyst types from USPTO. The task is: Predict which catalyst facilitates the given reaction. (1) Reactant: [CH3:1][NH:2][O:3][CH3:4].C(N(CC)CC)C.[C:12]([C:16]1[O:17][C:18]2[C:24]([S:25](Cl)(=[O:27])=[O:26])=[C:23]([Cl:29])[CH:22]=[CH:21][C:19]=2[N:20]=1)([CH3:15])([CH3:14])[CH3:13]. Product: [CH3:4][O:3][N:2]([CH3:1])[S:25]([C:24]1[C:18]2[O:17][C:16]([C:12]([CH3:14])([CH3:13])[CH3:15])=[N:20][C:19]=2[CH:21]=[CH:22][C:23]=1[Cl:29])(=[O:26])=[O:27]. The catalyst class is: 1. (2) Reactant: [CH3:1][O:2][C:3]([C:5]1([CH2:11][CH:12]=O)[CH2:10][CH2:9][O:8][CH2:7][CH2:6]1)=[O:4].Cl[CH:15](Cl)C.[Cl:18][C:19]1[N:24]=[CH:23][C:22]([NH2:25])=[CH:21][N:20]=1.C(O)(=O)C.[BH-](OC(C)=O)(OC(C)=O)OC(C)=O.[Na+]. Product: [CH3:1][O:2][C:3](=[O:4])[C:5]([CH2:6][CH2:15][NH:25][C:22]1[CH:21]=[N:20][C:19]([Cl:18])=[N:24][CH:23]=1)([CH2:11][CH3:12])[CH2:10][CH2:9][O:8][CH3:7]. The catalyst class is: 2. (3) Reactant: Cl.C([O:5][C:6]1[CH:7]=[C:8]2[C:13](=[CH:14][C:15]=1[O:16][CH3:17])[N:12]=[CH:11][N:10]=[C:9]2[NH:18][C:19]1[CH:24]=[CH:23][CH:22]=[C:21]([Cl:25])[C:20]=1[F:26])(=O)C.N. Product: [Cl:25][C:21]1[C:20]([F:26])=[C:19]([CH:24]=[CH:23][CH:22]=1)[NH:18][C:9]1[C:8]2[C:13](=[CH:14][C:15]([O:16][CH3:17])=[C:6]([OH:5])[CH:7]=2)[N:12]=[CH:11][N:10]=1. The catalyst class is: 5. (4) Reactant: [F:1][C:2]1[C:15]([NH:16][CH2:17][C:18]2[CH:23]=[C:22]([C:24]3[CH:29]=[CH:28][CH:27]=[C:26]([F:30])[CH:25]=3)[CH:21]=[CH:20][C:19]=2[F:31])=[C:14]([F:32])[CH:13]=[CH:12][C:3]=1[O:4][CH2:5][C:6](OC(C)C)=[O:7].[NH3:33]. Product: [F:1][C:2]1[C:15]([NH:16][CH2:17][C:18]2[CH:23]=[C:22]([C:24]3[CH:29]=[CH:28][CH:27]=[C:26]([F:30])[CH:25]=3)[CH:21]=[CH:20][C:19]=2[F:31])=[C:14]([F:32])[CH:13]=[CH:12][C:3]=1[O:4][CH2:5][C:6]([NH2:33])=[O:7]. The catalyst class is: 12. (5) Reactant: F[C:2](F)(F)CC[Mg]Br.[O:9]1[C:13]2[CH:14]=[CH:15][C:16]([C:18](=[O:20])[CH3:19])=[CH:17][C:12]=2[O:11][CH2:10]1. Product: [O:9]1[C:13]2[CH:14]=[CH:15][C:16]([C:18]([OH:20])([CH3:2])[CH3:19])=[CH:17][C:12]=2[O:11][CH2:10]1. The catalyst class is: 7. (6) Reactant: [Br-].[NH2:2][C:3]1[CH:12]=[CH:11][CH:10]=[C:9]2[C:4]=1[CH:5]=[CH:6][N+:7]([CH2:13][CH:14]1[CH2:16][CH2:15]1)=[CH:8]2.[BH4-].[Na+]. Product: [CH:14]1([CH2:13][N:7]2[CH2:6][CH2:5][C:4]3[C:9](=[CH:10][CH:11]=[CH:12][C:3]=3[NH2:2])[CH2:8]2)[CH2:15][CH2:16]1. The catalyst class is: 24. (7) Reactant: [Br:1][C:2]1[CH:3]=[CH:4][C:5]([O:10][CH3:11])=[C:6]([CH:9]=1)[CH:7]=O.C1(P(=[CH:31][C:32]([O:34][CH3:35])=[O:33])(C2C=CC=CC=2)C2C=CC=CC=2)C=CC=CC=1. Product: [Br:1][C:2]1[CH:3]=[CH:4][C:5]([O:10][CH3:11])=[C:6](/[CH:7]=[CH:31]/[C:32]([O:34][CH3:35])=[O:33])[CH:9]=1. The catalyst class is: 11.